From a dataset of Retrosynthesis with 50K atom-mapped reactions and 10 reaction types from USPTO. Predict the reactants needed to synthesize the given product. (1) The reactants are: CCCCC(=O)O.N[C@H]1CC[C@H](CCN2CCC(c3cccc4c3CCO4)CC2)CC1. Given the product CCCCC(=O)N[C@H]1CC[C@H](CCN2CCC(c3cccc4c3CCO4)CC2)CC1, predict the reactants needed to synthesize it. (2) The reactants are: O=C(Nc1ccc(S(=O)(=O)C(F)(F)F)cc1)c1cnc(N2CC[C@@H](O)C2)c(Cl)c1.OB(O)c1cncnc1. Given the product O=C(Nc1ccc(S(=O)(=O)C(F)(F)F)cc1)c1cnc(N2CC[C@@H](O)C2)c(-c2cncnc2)c1, predict the reactants needed to synthesize it. (3) Given the product CN(C)CCCN1CN(c2ccccc2)C2(CCN(C(=O)c3cc(C(F)(F)F)cc(C(F)(F)F)c3)CC2)C1=O, predict the reactants needed to synthesize it. The reactants are: CNC.O=C(c1cc(C(F)(F)F)cc(C(F)(F)F)c1)N1CCC2(CC1)C(=O)N(CCCO)CN2c1ccccc1.